Dataset: Full USPTO retrosynthesis dataset with 1.9M reactions from patents (1976-2016). Task: Predict the reactants needed to synthesize the given product. (1) The reactants are: C[O:2][C:3](=[O:18])[CH2:4][CH2:5][CH2:6][CH2:7][CH2:8][NH:9][C:10]([C:12]1[CH:17]=[CH:16][CH:15]=[CH:14][N:13]=1)=[O:11].[OH-].[Na+].[ClH:21]. Given the product [ClH:21].[N:13]1[CH:14]=[CH:15][CH:16]=[CH:17][C:12]=1[C:10]([NH:9][CH2:8][CH2:7][CH2:6][CH2:5][CH2:4][C:3]([OH:18])=[O:2])=[O:11], predict the reactants needed to synthesize it. (2) Given the product [Cl:24][C:21]1[CH:20]=[CH:19][C:18]([C:12]2[C:11]3[CH2:10][CH2:9][NH:8][CH2:17][CH2:16][C:15]=3[N:14]([CH2:28][C:27]3[CH:30]=[CH:31][C:32]([F:34])=[CH:33][C:26]=3[F:25])[N:13]=2)=[CH:23][CH:22]=1, predict the reactants needed to synthesize it. The reactants are: C(OC([N:8]1[CH2:17][CH2:16][C:15]2[NH:14][N:13]=[C:12]([C:18]3[CH:23]=[CH:22][C:21]([Cl:24])=[CH:20][CH:19]=3)[C:11]=2[CH2:10][CH2:9]1)=O)(C)(C)C.[F:25][C:26]1[CH:33]=[C:32]([F:34])[CH:31]=[CH:30][C:27]=1[CH2:28]Br.C(OC(N1CCC2C(=C(C3C=CC(Cl)=CC=3)N(CC3C=CC(F)=CC=3F)N=2)CC1)=O)(C)(C)C. (3) Given the product [Br:9][C:10]1[N:15]=[CH:14][C:13]([NH:16][C:6]([CH2:5][O:4][C:1](=[O:3])[CH3:2])=[O:7])=[C:12]([NH:17][CH:18]([CH3:20])[CH3:19])[CH:11]=1, predict the reactants needed to synthesize it. The reactants are: [C:1]([O:4][CH2:5][C:6](Cl)=[O:7])(=[O:3])[CH3:2].[Br:9][C:10]1[N:15]=[CH:14][C:13]([NH2:16])=[C:12]([NH:17][CH:18]([CH3:20])[CH3:19])[CH:11]=1.C(N(CC)CC)C. (4) Given the product [I:1][CH2:2][C:3]1[N:4]=[C:5]([C:14]2[CH:19]=[CH:18][C:17]([O:26][CH3:25])=[CH:16][CH:15]=2)[O:6][C:7]=1[CH3:8], predict the reactants needed to synthesize it. The reactants are: [I:1][CH2:2][C:3]1[N:4]=[C:5]([C:14]2[CH:19]=[CH:18][C:17](C)=[CH:16][CH:15]=2)[O:6][C:7]=1[C:8]1C=CC=CC=1.C/C(/[C:25](C)=[O:26])=N\O.COC1C=CC(C=O)=CC=1.